From a dataset of Forward reaction prediction with 1.9M reactions from USPTO patents (1976-2016). Predict the product of the given reaction. (1) Given the reactants Br[C:2]1[CH:3]=[N:4][C:5]2[C:10]([CH:11]=1)=[CH:9][N:8]([CH2:12][C:13]1[CH:18]=[CH:17][CH:16]=[C:15]([F:19])[CH:14]=1)[C:7](=[O:20])[CH:6]=2.[C:21]1([CH2:27][C:28]#[CH:29])[CH:26]=[CH:25][CH:24]=[CH:23][CH:22]=1.C(N(CC)CC)C, predict the reaction product. The product is: [F:19][C:15]1[CH:14]=[C:13]([CH:18]=[CH:17][CH:16]=1)[CH2:12][N:8]1[C:7](=[O:20])[CH:6]=[C:5]2[C:10]([CH:11]=[C:2]([C:29]#[C:28][CH2:27][C:21]3[CH:26]=[CH:25][CH:24]=[CH:23][CH:22]=3)[CH:3]=[N:4]2)=[CH:9]1. (2) The product is: [NH2:24][C:4]1[CH:3]=[C:2]([F:1])[C:7]([CH3:8])=[CH:6][C:5]=1[NH:9][CH:10]1[CH2:11][CH2:12][N:13]([C@H:16]2[CH2:21][CH2:20][C@@H:19]([O:22][CH3:23])[CH2:18][CH2:17]2)[CH2:14][CH2:15]1. Given the reactants [F:1][C:2]1[C:7]([CH3:8])=[CH:6][C:5]([NH:9][CH:10]2[CH2:15][CH2:14][N:13]([C@H:16]3[CH2:21][CH2:20][C@@H:19]([O:22][CH3:23])[CH2:18][CH2:17]3)[CH2:12][CH2:11]2)=[C:4]([N+:24]([O-])=O)[CH:3]=1.O.NN, predict the reaction product.